Predict the reactants needed to synthesize the given product. From a dataset of Full USPTO retrosynthesis dataset with 1.9M reactions from patents (1976-2016). (1) The reactants are: [Cl:1][C:2]1[CH:3]=[C:4]([N:9]2[C:13]3=[CH:14][CH2:15][CH2:16][CH2:17][C:12]3([CH2:18][C:19]3[CH:26]=[CH:25][C:22]([C:23]#[N:24])=[CH:21][CH:20]=3)[NH:11][C:10]2=[O:27])[CH:5]=[C:6]([Cl:8])[CH:7]=1.[H-].[Na+].[CH3:30]I. Given the product [Cl:1][C:2]1[CH:3]=[C:4]([N:9]2[C:13]3=[CH:14][CH2:15][CH2:16][CH2:17][C:12]3([CH2:18][C:19]3[CH:20]=[CH:21][C:22]([C:23]#[N:24])=[CH:25][CH:26]=3)[N:11]([CH3:30])[C:10]2=[O:27])[CH:5]=[C:6]([Cl:8])[CH:7]=1, predict the reactants needed to synthesize it. (2) Given the product [N+:1]([C:4]1[CH:9]=[CH:8][C:7]([C:10]2([C:22]#[N:23])[CH2:15][CH2:14][NH:13][CH2:12][CH2:11]2)=[CH:6][CH:5]=1)([O-:3])=[O:2], predict the reactants needed to synthesize it. The reactants are: [N+:1]([C:4]1[CH:9]=[CH:8][C:7]([C:10]2([C:22]#[N:23])[CH2:15][CH2:14][N:13](C(=O)C(F)(F)F)[CH2:12][CH2:11]2)=[CH:6][CH:5]=1)([O-:3])=[O:2].C(=O)([O-])[O-].[Na+].[Na+].O. (3) The reactants are: C(=O)([O-])[O-].[K+].[K+].I[C:8]1[CH:9]=[C:10]([CH3:16])[CH:11]=[C:12]([F:15])[C:13]=1[F:14].[CH2:17]([C:22]1[CH:27]=[CH:26][C:25](OB(O)O)=[CH:24][CH:23]=1)[CH2:18][CH2:19][CH2:20][CH3:21]. Given the product [F:15][C:12]1[CH:11]=[C:10]([CH3:16])[CH:9]=[C:8]([C:25]2[CH:24]=[CH:23][C:22]([CH2:17][CH2:18][CH2:19][CH2:20][CH3:21])=[CH:27][CH:26]=2)[C:13]=1[F:14], predict the reactants needed to synthesize it. (4) Given the product [NH2:20][C:23]1[CH:28]=[CH:27][C:26]([N:29]2[C:3](=[O:19])[C:4]3[C:5](=[CH:6][C:7]([NH:10][C:11](=[O:12])[O:13][C:14]([CH3:15])([CH3:16])[CH3:17])=[CH:8][CH:9]=3)[NH:18][C:30]2=[O:31])=[CH:25][CH:24]=1, predict the reactants needed to synthesize it. The reactants are: CO[C:3](=[O:19])[C:4]1[CH:9]=[CH:8][C:7]([NH:10][C:11]([O:13][C:14]([CH3:17])([CH3:16])[CH3:15])=[O:12])=[CH:6][C:5]=1[NH2:18].[N+:20]([C:23]1[CH:28]=[CH:27][C:26]([N:29]=[C:30]=[O:31])=[CH:25][CH:24]=1)([O-])=O.C(NC(C)C)(C)C. (5) Given the product [CH3:23][N:24]([CH3:25])[C:5]1[N:6]=[CH:7][C:8]2[CH2:14][N:13]([C:15]([O:17][C:18]([CH3:21])([CH3:20])[CH3:19])=[O:16])[CH2:12][CH2:11][C:9]=2[N:10]=1, predict the reactants needed to synthesize it. The reactants are: CS([C:5]1[N:6]=[CH:7][C:8]2[CH2:14][N:13]([C:15]([O:17][C:18]([CH3:21])([CH3:20])[CH3:19])=[O:16])[CH2:12][CH2:11][C:9]=2[N:10]=1)(=O)=O.Cl.[CH3:23][NH:24][CH3:25].CCN(C(C)C)C(C)C. (6) The reactants are: CS(O[CH:6]1[CH2:10][CH2:9][N:8]([C:11]2[CH:16]=[CH:15][C:14]([Br:17])=[CH:13][N:12]=2)[CH2:7]1)(=O)=O.[CH3:18][NH:19][CH3:20].CCN(C(C)C)C(C)C. Given the product [Br:17][C:14]1[CH:15]=[CH:16][C:11]([N:8]2[CH2:9][CH2:10][CH:6]([N:19]([CH3:20])[CH3:18])[CH2:7]2)=[N:12][CH:13]=1, predict the reactants needed to synthesize it. (7) Given the product [N:30]1([C:34]([C:36]2[N:37]=[CH:38][C:39]([O:27][C:25]3[CH:24]=[C:13]([CH:12]=[C:11]([O:10][C@@H:8]([CH3:9])[CH2:7][O:6][Si:5]([C:2]([CH3:3])([CH3:4])[CH3:1])([CH3:28])[CH3:29])[CH:26]=3)[C:14]([NH:16][C:17]3[CH:22]=[N:21][C:20]([CH3:23])=[CH:19][N:18]=3)=[O:15])=[N:40][CH:41]=2)=[O:35])[CH2:33][CH2:32][CH2:31]1, predict the reactants needed to synthesize it. The reactants are: [CH3:1][C:2]([Si:5]([CH3:29])([CH3:28])[O:6][CH2:7][C@@H:8]([O:10][C:11]1[CH:12]=[C:13]([CH:24]=[C:25]([OH:27])[CH:26]=1)[C:14]([NH:16][C:17]1[CH:22]=[N:21][C:20]([CH3:23])=[CH:19][N:18]=1)=[O:15])[CH3:9])([CH3:4])[CH3:3].[N:30]1([C:34]([C:36]2[CH:41]=[N:40][C:39](Cl)=[CH:38][N:37]=2)=[O:35])[CH2:33][CH2:32][CH2:31]1.C(=O)([O-])[O-].[K+].[K+].C(OCC)(=O)C.